Dataset: Full USPTO retrosynthesis dataset with 1.9M reactions from patents (1976-2016). Task: Predict the reactants needed to synthesize the given product. (1) Given the product [C:5]1([S:11]([CH2:14][C:15]2[C:20]([C:21]([O:23][CH2:24][CH3:25])=[O:22])=[C:19]([O:26][CH3:27])[C:18]([C:28]3[CH:29]=[CH:30][NH:31][N:32]=3)=[CH:17][CH:16]=2)(=[O:13])=[O:12])[CH:10]=[CH:9][CH:8]=[CH:7][CH:6]=1, predict the reactants needed to synthesize it. The reactants are: C(Cl)(=O)C.[C:5]1([S:11]([CH2:14][C:15]2[C:20]([C:21]([O:23][CH2:24][CH3:25])=[O:22])=[C:19]([O:26][CH3:27])[C:18]([C:28]3[N:32](C4CCCCO4)[N:31]=[CH:30][CH:29]=3)=[CH:17][CH:16]=2)(=[O:13])=[O:12])[CH:10]=[CH:9][CH:8]=[CH:7][CH:6]=1. (2) Given the product [Cl:1][C:2]1[CH:7]=[CH:6][N:5]=[C:4]([C@@H:8]([NH:12][C:21](=[O:20])[O:23][C:24]([CH3:27])([CH3:26])[CH3:25])[CH2:9][CH:10]=[CH2:11])[CH:3]=1, predict the reactants needed to synthesize it. The reactants are: [Cl:1][C:2]1[CH:7]=[CH:6][N:5]=[C:4]([C@@H:8]([NH2:12])[CH2:9][CH:10]=[CH2:11])[CH:3]=1.CCN(CC)CC.[O:20](C(OC(C)(C)C)=O)[C:21]([O:23][C:24]([CH3:27])([CH3:26])[CH3:25])=O. (3) Given the product [ClH:9].[NH2:1][C:2]1([C:6]([O:8][CH2:10][CH3:11])=[O:7])[CH2:5][CH2:4][CH2:3]1, predict the reactants needed to synthesize it. The reactants are: [NH2:1][C:2]1([C:6]([OH:8])=[O:7])[CH2:5][CH2:4][CH2:3]1.[ClH:9].[CH3:10][CH2:11]O. (4) Given the product [OH:1][C:2]1([C:9]2[CH:10]=[N:11][C:12]([O:15][CH3:16])=[CH:13][CH:14]=2)[CH2:7][CH2:6][CH:5]([N:37]2[CH2:38][CH:39]([NH:41][C:42](=[O:59])[CH2:43][NH:44][C:45]3[C:54]4[C:49](=[CH:50][CH:51]=[C:52]([C:55]([F:56])([F:58])[F:57])[CH:53]=4)[N:48]=[CH:47][N:46]=3)[CH2:40]2)[CH2:4][CH2:3]1, predict the reactants needed to synthesize it. The reactants are: [OH:1][C:2]1([C:9]2[CH:10]=[N:11][C:12]([O:15][CH3:16])=[CH:13][CH:14]=2)[CH2:7][CH2:6][C:5](=O)[CH2:4][CH2:3]1.BrC1C=CC(OC)=NC=1.O1C2(CCC(=O)CC2)OCC1.[NH:37]1[CH2:40][CH:39]([NH:41][C:42](=[O:59])[CH2:43][NH:44][C:45]2[C:54]3[C:49](=[CH:50][CH:51]=[C:52]([C:55]([F:58])([F:57])[F:56])[CH:53]=3)[N:48]=[CH:47][N:46]=2)[CH2:38]1.[BH-](OC(C)=O)(OC(C)=O)OC(C)=O.[Na+]. (5) Given the product [N:14]1[CH:15]=[CH:16][CH:17]=[CH:18][C:13]=1[C:11]1[S:1][C:2]2[N:10]=[CH:9][CH:8]=[CH:7][C:3]=2[C:4](=[O:6])[N:12]=1, predict the reactants needed to synthesize it. The reactants are: [SH:1][C:2]1[N:10]=[CH:9][CH:8]=[CH:7][C:3]=1[C:4]([OH:6])=O.[C:11]([C:13]1[CH:18]=[CH:17][CH:16]=[CH:15][N:14]=1)#[N:12]. (6) Given the product [NH2:3][C:4]1[C:13]2[N:14]=[C:15]([CH2:25][O:26][CH2:27][CH3:28])[N:16]([CH2:17][C:18]3([OH:24])[CH2:19][CH2:20][N:21]([S:41]([CH3:40])(=[O:43])=[O:42])[CH2:22][CH2:23]3)[C:12]=2[C:11]2[CH:10]=[CH:9][CH:8]=[CH:7][C:6]=2[N:5]=1, predict the reactants needed to synthesize it. The reactants are: Cl.Cl.[NH2:3][C:4]1[C:13]2[N:14]=[C:15]([CH2:25][O:26][CH2:27][CH3:28])[N:16]([CH2:17][C:18]3([OH:24])[CH2:23][CH2:22][NH:21][CH2:20][CH2:19]3)[C:12]=2[C:11]2[CH:10]=[CH:9][CH:8]=[CH:7][C:6]=2[N:5]=1.C(Cl)(Cl)Cl.C(N(CC)CC)C.[CH3:40][S:41](Cl)(=[O:43])=[O:42]. (7) Given the product [Cl:32][C:33]1[CH:40]=[C:39]([Cl:41])[CH:38]=[CH:37][C:34]=1[CH2:35][O:1][C:2]1[CH:7]=[CH:6][C:5]([C:8]([F:9])([F:10])[F:11])=[CH:4][C:3]=1[C:12]1[CH2:16][CH2:15][CH2:14][C:13]=1[C:17]1[N:22]=[C:21]([C:23]([O:25][CH2:35][C:34]2[CH:37]=[CH:38][C:39]([Cl:41])=[CH:40][C:33]=2[Cl:32])=[O:24])[CH:20]=[CH:19][CH:18]=1, predict the reactants needed to synthesize it. The reactants are: [OH:1][C:2]1[CH:7]=[CH:6][C:5]([C:8]([F:11])([F:10])[F:9])=[CH:4][C:3]=1[C:12]1[CH2:16][CH2:15][CH2:14][C:13]=1[C:17]1[N:22]=[C:21]([C:23]([OH:25])=[O:24])[CH:20]=[CH:19][CH:18]=1.C(=O)([O-])[O-].[K+].[K+].[Cl:32][C:33]1[CH:40]=[C:39]([Cl:41])[CH:38]=[CH:37][C:34]=1[CH2:35]Br.CN(C=O)C. (8) Given the product [CH3:32][O:31][C:29]1[CH:28]=[C:27]([CH2:33][CH2:34][C:35]2[CH:36]=[C:37]([NH:40][C:19]([C:16]3[CH:17]=[N:18][C:13]([N:9]4[CH2:10][CH2:11][CH2:12][N:6]([CH3:5])[CH2:7][CH2:8]4)=[N:14][CH:15]=3)=[O:21])[NH:38][N:39]=2)[CH:26]=[C:25]([O:24][CH3:23])[CH:30]=1, predict the reactants needed to synthesize it. The reactants are: C[Al](C)C.[CH3:5][N:6]1[CH2:12][CH2:11][CH2:10][N:9]([C:13]2[N:18]=[CH:17][C:16]([C:19]([O:21]C)=O)=[CH:15][N:14]=2)[CH2:8][CH2:7]1.[CH3:23][O:24][C:25]1[CH:26]=[C:27]([CH2:33][CH2:34][C:35]2[CH:36]=[C:37]([NH2:40])[NH:38][N:39]=2)[CH:28]=[C:29]([O:31][CH3:32])[CH:30]=1.